From a dataset of Catalyst prediction with 721,799 reactions and 888 catalyst types from USPTO. Predict which catalyst facilitates the given reaction. (1) Reactant: [CH:1]1([C:4]([N:6]2[CH2:11][CH2:10][CH:9]([C:12]([O:14]CC)=[O:13])[CH2:8][CH2:7]2)=[O:5])[CH2:3][CH2:2]1.[OH-].[Na+]. Product: [CH:1]1([C:4]([N:6]2[CH2:7][CH2:8][CH:9]([C:12]([OH:14])=[O:13])[CH2:10][CH2:11]2)=[O:5])[CH2:2][CH2:3]1. The catalyst class is: 8. (2) Reactant: I[C:2]1[C:10]2[C:5](=[N:6][CH:7]=[C:8]([C:11]3[CH:12]=[C:13]([C:17]([N:19]4[CH2:24][CH2:23][O:22][CH2:21][CH2:20]4)=[O:18])[CH:14]=[CH:15][CH:16]=3)[CH:9]=2)[NH:4][N:3]=1.[NH:25]1[CH:29]=[C:28](B(O)O)[CH:27]=[N:26]1.C(=O)([O-])[O-].[Na+].[Na+]. Product: [N:19]1([C:17]([C:13]2[CH:14]=[CH:15][CH:16]=[C:11]([C:8]3[CH:9]=[C:10]4[C:2]([C:28]5[CH:29]=[N:25][NH:26][CH:27]=5)=[N:3][NH:4][C:5]4=[N:6][CH:7]=3)[CH:12]=2)=[O:18])[CH2:24][CH2:23][O:22][CH2:21][CH2:20]1. The catalyst class is: 744. (3) Reactant: [Cl:1][C:2]1[CH:7]=[CH:6][C:5]([C:8]2[N:13]=[C:12]([C:14](O)=[O:15])[CH:11]=[CH:10][CH:9]=2)=[CH:4][C:3]=1[C:17]([NH:19][CH2:20][C:21]12[CH2:30][CH:25]3[CH2:26][CH:27]([CH2:29][CH:23]([CH2:24]3)[CH2:22]1)[CH2:28]2)=[O:18].[CH3:31][S:32]([NH2:35])(=[O:34])=[O:33]. Product: [Cl:1][C:2]1[CH:7]=[CH:6][C:5]([C:8]2[N:13]=[C:12]([C:14]([NH:35][S:32]([CH3:31])(=[O:34])=[O:33])=[O:15])[CH:11]=[CH:10][CH:9]=2)=[CH:4][C:3]=1[C:17]([NH:19][CH2:20][C:21]12[CH2:30][CH:25]3[CH2:26][CH:27]([CH2:29][CH:23]([CH2:24]3)[CH2:22]1)[CH2:28]2)=[O:18]. The catalyst class is: 112. (4) Reactant: [NH2:1][C:2]1[C:10]2[C:5](=[N:6][C:7]([CH3:15])=[CH:8][C:9]=2[C:11]([F:14])([F:13])[F:12])[S:4][C:3]=1[C:16]([OH:18])=O.CN(C(ON1N=NC2C=CC=NC1=2)=[N+](C)C)C.F[P-](F)(F)(F)(F)F.CCN(C(C)C)C(C)C.[CH3:52][NH:53][CH2:54][CH2:55][C:56]1[CH:61]=[CH:60][CH:59]=[CH:58][CH:57]=1. Product: [NH2:1][C:2]1[C:10]2[C:5](=[N:6][C:7]([CH3:15])=[CH:8][C:9]=2[C:11]([F:12])([F:13])[F:14])[S:4][C:3]=1[C:16]([N:53]([CH3:52])[CH2:54][CH2:55][C:56]1[CH:61]=[CH:60][CH:59]=[CH:58][CH:57]=1)=[O:18]. The catalyst class is: 3. (5) Reactant: [CH3:1][O:2][C:3]1[CH:8]=[CH:7][C:6]([S:9][CH2:10][CH:11]=O)=[CH:5][CH:4]=1.N1CCC[C@@H]1C(O)=O.ClN1C(=O)CCC1=O.[Br:29][C:30]1[CH:35]=[CH:34][C:33]([C:36]2[N:41]=[N:40][C:39]([NH2:42])=[N:38][CH:37]=2)=[CH:32][C:31]=1[F:43]. Product: [Br:29][C:30]1[CH:35]=[CH:34][C:33]([C:36]2[CH:37]=[N:38][C:39]3[N:40]([C:10]([S:9][C:6]4[CH:7]=[CH:8][C:3]([O:2][CH3:1])=[CH:4][CH:5]=4)=[CH:11][N:42]=3)[N:41]=2)=[CH:32][C:31]=1[F:43]. The catalyst class is: 22. (6) Reactant: [CH2:1]([O:8][C:9]1[CH:10]=[C:11]2[C:16](=[CH:17][CH:18]=1)[C:15](=[O:19])[N:14]([CH2:20][CH:21]([CH3:23])[CH3:22])[C:13]([CH2:24]Cl)=[C:12]2[C:26]1[CH:31]=[CH:30][C:29]([Cl:32])=[CH:28][CH:27]=1)[C:2]1[CH:7]=[CH:6][CH:5]=[CH:4][CH:3]=1.[C:33]1(=[O:43])[NH:37][C:36](=[O:38])[C:35]2=[CH:39][CH:40]=[CH:41][CH:42]=[C:34]12.[K].O. Product: [CH2:1]([O:8][C:9]1[CH:10]=[C:11]2[C:16](=[CH:17][CH:18]=1)[C:15](=[O:19])[N:14]([CH2:20][CH:21]([CH3:22])[CH3:23])[C:13]([CH2:24][N:37]1[C:33](=[O:43])[C:34]3[C:35](=[CH:39][CH:40]=[CH:41][CH:42]=3)[C:36]1=[O:38])=[C:12]2[C:26]1[CH:31]=[CH:30][C:29]([Cl:32])=[CH:28][CH:27]=1)[C:2]1[CH:3]=[CH:4][CH:5]=[CH:6][CH:7]=1. The catalyst class is: 9. (7) Reactant: [CH3:1][C:2]1[CH:8]=[CH:7][C:6]([CH3:9])=[CH:5][C:3]=1[NH2:4].[C:10]([O:13]C(=O)C)(=O)[CH3:11].[Br:17]Br.O. Product: [Br:17][C:7]1[C:6]([CH3:9])=[CH:5][C:3]([NH:4][C:10](=[O:13])[CH3:11])=[C:2]([CH3:1])[CH:8]=1. The catalyst class is: 11. (8) Reactant: [CH3:1][O:2][C:3](=[O:12])[C:4]1[CH:9]=[CH:8][C:7]([CH2:10][NH2:11])=[CH:6][CH:5]=1.C(N(CC)CC)C.[C:20](O[C:20]([O:22][C:23]([CH3:26])([CH3:25])[CH3:24])=[O:21])([O:22][C:23]([CH3:26])([CH3:25])[CH3:24])=[O:21].O. Product: [CH3:1][O:2][C:3](=[O:12])[C:4]1[CH:9]=[CH:8][C:7]([CH2:10][NH:11][C:20]([O:22][C:23]([CH3:26])([CH3:25])[CH3:24])=[O:21])=[CH:6][CH:5]=1. The catalyst class is: 22. (9) Reactant: [Cl:1][C:2]1[CH:3]=[C:4]([NH:19][C:20]2[C:30]3[CH:29]=[C:28]([CH:31]=O)[CH2:27][CH2:26][NH:25][C:24]=3[N:23]=[CH:22][N:21]=2)[CH:5]=[CH:6][C:7]=1[O:8][C:9]1[CH:14]=[CH:13][CH:12]=[C:11]([C:15]([F:18])([F:17])[F:16])[CH:10]=1.Cl.[NH2:34][CH2:35][CH2:36][S:37]([C:40]([CH3:44])([CH3:43])[CH2:41][OH:42])(=[O:39])=[O:38].C(O[BH-](OC(=O)C)OC(=O)C)(=O)C.[Na+].C(=O)([O-])O.[Na+]. Product: [Cl:1][C:2]1[CH:3]=[C:4]([NH:19][C:20]2[C:30]3[CH:29]=[C:28]([CH2:31][NH:34][CH2:35][CH2:36][S:37]([C:40]([CH3:44])([CH3:43])[CH2:41][OH:42])(=[O:39])=[O:38])[CH2:27][CH2:26][NH:25][C:24]=3[N:23]=[CH:22][N:21]=2)[CH:5]=[CH:6][C:7]=1[O:8][C:9]1[CH:14]=[CH:13][CH:12]=[C:11]([C:15]([F:17])([F:18])[F:16])[CH:10]=1. The catalyst class is: 213. (10) Reactant: [F:1][C:2]1[CH:3]=[C:4]([N:9]2[C:14](=[O:15])[C:13]([O:16][CH2:17][C:18]([OH:21])([CH3:20])[CH3:19])=[C:12]([C:22]3[CH:27]=[CH:26][C:25]([S:28](C)(=[O:30])=[O:29])=[CH:24][CH:23]=3)[CH:11]=[N:10]2)[CH:5]=[CH:6][C:7]=1[F:8].C[Si]([N-:36][Si](C)(C)C)(C)C.[Na+].[OH-].[Na+].O.O.O.C([O-])(=O)C.[Na+].NOS(O)(=O)=O. Product: [F:1][C:2]1[CH:3]=[C:4]([N:9]2[C:14](=[O:15])[C:13]([O:16][CH2:17][C:18]([OH:21])([CH3:20])[CH3:19])=[C:12]([C:22]3[CH:27]=[CH:26][C:25]([S:28]([NH2:36])(=[O:30])=[O:29])=[CH:24][CH:23]=3)[CH:11]=[N:10]2)[CH:5]=[CH:6][C:7]=1[F:8]. The catalyst class is: 20.